This data is from Full USPTO retrosynthesis dataset with 1.9M reactions from patents (1976-2016). The task is: Predict the reactants needed to synthesize the given product. (1) Given the product [Cl:32][C:29]1[CH:28]=[CH:27][C:26]([C:11]([C:14]2[C:22]3[C:17](=[C:18]([CH2:23][S:24][CH3:25])[CH:19]=[CH:20][CH:21]=3)[NH:16][CH:15]=2)([CH2:12][CH3:13])[CH2:10][CH2:9][C:1]#[N:2])=[CH:31][CH:30]=1, predict the reactants needed to synthesize it. The reactants are: [C-:1]#[N:2].[K+].CS(O[CH2:9][CH2:10][C:11]([C:26]1[CH:31]=[CH:30][C:29]([Cl:32])=[CH:28][CH:27]=1)([C:14]1[C:22]2[C:17](=[C:18]([CH2:23][S:24][CH3:25])[CH:19]=[CH:20][CH:21]=2)[NH:16][CH:15]=1)[CH2:12][CH3:13])(=O)=O.O.ClCCl. (2) The reactants are: [C:1]([O:5][C:6]([N:8]1[CH2:12][C@@H:11]([O:13][CH2:14][C:15]2[CH:20]=[CH:19][C:18]([C:21]([O:23][CH3:24])=[O:22])=[CH:17][CH:16]=2)[CH2:10][C@H:9]1[C:25]([OH:27])=O)=[O:7])([CH3:4])([CH3:3])[CH3:2].C(Cl)CCl.N1C2C(=NC=CC=2)N(O)N=1.[C@H:42]1([NH2:52])[C:51]2[C:46](=[CH:47][CH:48]=[CH:49][CH:50]=2)[CH2:45][CH2:44][CH2:43]1.CN1CCOCC1. Given the product [CH3:24][O:23][C:21]([C:18]1[CH:17]=[CH:16][C:15]([CH2:14][O:13][C@@H:11]2[CH2:12][N:8]([C:6]([O:5][C:1]([CH3:2])([CH3:4])[CH3:3])=[O:7])[C@H:9]([C:25](=[O:27])[NH:52][C@H:42]3[C:51]4[C:46](=[CH:47][CH:48]=[CH:49][CH:50]=4)[CH2:45][CH2:44][CH2:43]3)[CH2:10]2)=[CH:20][CH:19]=1)=[O:22], predict the reactants needed to synthesize it. (3) Given the product [CH3:1][O:2][C:3]1[CH:8]=[CH:7][C:6]([S:9][CH2:10][CH2:11][NH:12][C:25]([N:27]2[CH2:30][CH2:31][N:42]([C:32]([O:34][CH2:35][C:36]3[CH:41]=[CH:40][CH:39]=[CH:38][CH:37]=3)=[O:33])[CH2:29][CH2:28]2)=[O:16])=[CH:5][CH:4]=1, predict the reactants needed to synthesize it. The reactants are: [CH3:1][O:2][C:3]1[CH:8]=[CH:7][C:6]([S:9][CH2:10][CH2:11][NH2:12])=[CH:5][CH:4]=1.ClC(Cl)([O:16]C(=O)OC(Cl)(Cl)Cl)Cl.[CH2:25]([N:27]([CH2:30][CH3:31])[CH2:28][CH3:29])C.[C:32]([N:42]1CCCCC1)([O:34][CH2:35][C:36]1[CH:41]=[CH:40][CH:39]=[CH:38][CH:37]=1)=[O:33]. (4) The reactants are: [NH2:1][C:2]1[CH:7]=[CH:6][N:5]=[CH:4][C:3]=1[S:8]([NH2:11])(=[O:10])=[O:9].[CH3:12][O:13][C:14](=[O:20])[CH2:15][C:16](OC)=O. Given the product [CH3:12][O:13][C:14](=[O:20])[CH2:15][C:16]1[NH:1][C:2]2[CH:7]=[CH:6][N:5]=[CH:4][C:3]=2[S:8](=[O:10])(=[O:9])[N:11]=1, predict the reactants needed to synthesize it. (5) Given the product [CH3:1][C:2]([CH3:38])([CH2:7][O:8][C:9]1[CH:14]=[CH:13][C:12]([C:15]2[CH:16]=[CH:17][C:18]([C:21]3[N:22]([CH2:30][O:31][CH2:32][CH2:33][Si:34]([CH3:36])([CH3:35])[CH3:37])[CH:23]=[C:24]([C:26]([F:29])([F:27])[F:28])[N:25]=3)=[CH:19][CH:20]=2)=[CH:11][N:10]=1)[C:3]([OH:5])=[O:4], predict the reactants needed to synthesize it. The reactants are: [CH3:1][C:2]([CH3:38])([CH2:7][O:8][C:9]1[CH:14]=[CH:13][C:12]([C:15]2[CH:20]=[CH:19][C:18]([C:21]3[N:22]([CH2:30][O:31][CH2:32][CH2:33][Si:34]([CH3:37])([CH3:36])[CH3:35])[CH:23]=[C:24]([C:26]([F:29])([F:28])[F:27])[N:25]=3)=[CH:17][CH:16]=2)=[CH:11][N:10]=1)[C:3]([O:5]C)=[O:4].[OH-].[Na+].Cl.C(OCC)(=O)C. (6) Given the product [CH3:8][C:7]1[C:2]([C:22]2[C:16]3[O:15][C:14]4[CH:13]=[CH:12][CH:11]=[CH:10][C:18]=4[C:17]=3[CH:19]=[CH:20][CH:21]=2)=[N:3][CH:4]=[C:5]([CH3:9])[N:6]=1, predict the reactants needed to synthesize it. The reactants are: Cl[C:2]1[C:7]([CH3:8])=[N:6][C:5]([CH3:9])=[CH:4][N:3]=1.[CH:10]1[C:18]2[C:17]3[CH:19]=[CH:20][CH:21]=[CH:22][C:16]=3[O:15][C:14]=2[C:13](B(O)O)=[CH:12][CH:11]=1.C(=O)([O-])[O-].[Na+].[Na+]. (7) Given the product [F:17][C:13]1[CH:12]=[C:11]2[C:16]([C:8]([C:6]3[CH:5]=[CH:4][C:3]4[O:27][C:30](=[O:31])[NH:1][C:2]=4[CH:7]=3)=[CH:9][N:10]2[S:18]([C:21]2[CH:26]=[CH:25][CH:24]=[CH:23][CH:22]=2)(=[O:20])=[O:19])=[CH:15][CH:14]=1, predict the reactants needed to synthesize it. The reactants are: [NH2:1][C:2]1[CH:7]=[C:6]([C:8]2[C:16]3[C:11](=[CH:12][C:13]([F:17])=[CH:14][CH:15]=3)[N:10]([S:18]([C:21]3[CH:26]=[CH:25][CH:24]=[CH:23][CH:22]=3)(=[O:20])=[O:19])[CH:9]=2)[CH:5]=[CH:4][C:3]=1[OH:27].C1C[O:31][CH2:30]C1.